From a dataset of Forward reaction prediction with 1.9M reactions from USPTO patents (1976-2016). Predict the product of the given reaction. Given the reactants [NH2:1][C:2]1[C:3]2[C:10]([C:11]3[CH:16]=[CH:15][C:14]([O:17][C:18]4[CH:23]=[CH:22][CH:21]=[CH:20][CH:19]=4)=[CH:13][CH:12]=3)=[CH:9][N:8]([C:24]3[CH:25]=[C:26]([CH:29]=[CH:30][CH:31]=3)[CH:27]=O)[C:4]=2[N:5]=[CH:6][N:7]=1.[C:32]([CH2:34][C:35]([NH:37][CH2:38][CH2:39][OH:40])=[O:36])#[N:33].C([O-])(=O)C.[NH2+]1CCCCC1, predict the reaction product. The product is: [NH2:1][C:2]1[C:3]2[C:10]([C:11]3[CH:12]=[CH:13][C:14]([O:17][C:18]4[CH:23]=[CH:22][CH:21]=[CH:20][CH:19]=4)=[CH:15][CH:16]=3)=[CH:9][N:8]([C:24]3[CH:25]=[C:26](/[CH:27]=[C:34](\[C:32]#[N:33])/[C:35]([NH:37][CH2:38][CH2:39][OH:40])=[O:36])[CH:29]=[CH:30][CH:31]=3)[C:4]=2[N:5]=[CH:6][N:7]=1.